The task is: Predict the reactants needed to synthesize the given product.. This data is from Full USPTO retrosynthesis dataset with 1.9M reactions from patents (1976-2016). The reactants are: Cl[C:2]1[CH:7]=[C:6]([Cl:8])[N:5]=[C:4]([C:9]2[CH:14]=[CH:13][CH:12]=[C:11]([C:15]([F:18])([F:17])[F:16])[N:10]=2)[N:3]=1.CC[N:21](C(C)C)[CH:22]([CH3:24])[CH3:23].C(N)(C)C. Given the product [Cl:8][C:6]1[N:5]=[C:4]([C:9]2[CH:14]=[CH:13][CH:12]=[C:11]([C:15]([F:18])([F:17])[F:16])[N:10]=2)[N:3]=[C:2]([NH:21][CH:22]([CH3:24])[CH3:23])[CH:7]=1, predict the reactants needed to synthesize it.